Predict the product of the given reaction. From a dataset of Forward reaction prediction with 1.9M reactions from USPTO patents (1976-2016). Given the reactants [Cl:1][C:2]1[CH:7]=[C:6]([NH:8][C:9]2[C:18]3[C:13](=[CH:14][CH:15]=[CH:16][C:17]=3[O:19][CH2:20][CH:21]3[CH2:26][CH2:25][N:24]([C:27](=[O:30])[CH2:28][OH:29])[CH2:23][CH2:22]3)[N:12]=[CH:11][N:10]=2)[CH:5]=[CH:4][C:3]=1[OH:31].Cl.[N:33]1[CH:38]=[CH:37][CH:36]=[CH:35][C:34]=1[CH2:39]Cl, predict the reaction product. The product is: [Cl:1][C:2]1[CH:7]=[C:6]([NH:8][C:9]2[C:18]3[C:13](=[CH:14][CH:15]=[CH:16][C:17]=3[O:19][CH2:20][CH:21]3[CH2:26][CH2:25][N:24]([C:27](=[O:30])[CH2:28][OH:29])[CH2:23][CH2:22]3)[N:12]=[CH:11][N:10]=2)[CH:5]=[CH:4][C:3]=1[O:31][CH2:39][C:34]1[CH:35]=[CH:36][CH:37]=[CH:38][N:33]=1.